From a dataset of NCI-60 drug combinations with 297,098 pairs across 59 cell lines. Regression. Given two drug SMILES strings and cell line genomic features, predict the synergy score measuring deviation from expected non-interaction effect. (1) Drug 1: CC(C1=C(C=CC(=C1Cl)F)Cl)OC2=C(N=CC(=C2)C3=CN(N=C3)C4CCNCC4)N. Drug 2: CCC1=CC2CC(C3=C(CN(C2)C1)C4=CC=CC=C4N3)(C5=C(C=C6C(=C5)C78CCN9C7C(C=CC9)(C(C(C8N6C)(C(=O)OC)O)OC(=O)C)CC)OC)C(=O)OC.C(C(C(=O)O)O)(C(=O)O)O. Cell line: SF-268. Synergy scores: CSS=26.7, Synergy_ZIP=3.10, Synergy_Bliss=8.32, Synergy_Loewe=-8.36, Synergy_HSA=6.89. (2) Drug 1: CC1=C2C(C(=O)C3(C(CC4C(C3C(C(C2(C)C)(CC1OC(=O)C(C(C5=CC=CC=C5)NC(=O)OC(C)(C)C)O)O)OC(=O)C6=CC=CC=C6)(CO4)OC(=O)C)OC)C)OC. Drug 2: CC1C(C(=O)NC(C(=O)N2CCCC2C(=O)N(CC(=O)N(C(C(=O)O1)C(C)C)C)C)C(C)C)NC(=O)C3=C4C(=C(C=C3)C)OC5=C(C(=O)C(=C(C5=N4)C(=O)NC6C(OC(=O)C(N(C(=O)CN(C(=O)C7CCCN7C(=O)C(NC6=O)C(C)C)C)C)C(C)C)C)N)C. Cell line: IGROV1. Synergy scores: CSS=28.2, Synergy_ZIP=-5.92, Synergy_Bliss=-7.97, Synergy_Loewe=-16.4, Synergy_HSA=-8.43. (3) Drug 1: CN(C)N=NC1=C(NC=N1)C(=O)N. Synergy scores: CSS=2.58, Synergy_ZIP=0.781, Synergy_Bliss=2.03, Synergy_Loewe=-8.16, Synergy_HSA=-1.92. Drug 2: CC1CCC2CC(C(=CC=CC=CC(CC(C(=O)C(C(C(=CC(C(=O)CC(OC(=O)C3CCCCN3C(=O)C(=O)C1(O2)O)C(C)CC4CCC(C(C4)OC)OCCO)C)C)O)OC)C)C)C)OC. Cell line: M14. (4) Synergy scores: CSS=35.6, Synergy_ZIP=-5.92, Synergy_Bliss=-6.34, Synergy_Loewe=-5.15, Synergy_HSA=-3.36. Drug 1: CC=C1C(=O)NC(C(=O)OC2CC(=O)NC(C(=O)NC(CSSCCC=C2)C(=O)N1)C(C)C)C(C)C. Drug 2: CCCCC(=O)OCC(=O)C1(CC(C2=C(C1)C(=C3C(=C2O)C(=O)C4=C(C3=O)C=CC=C4OC)O)OC5CC(C(C(O5)C)O)NC(=O)C(F)(F)F)O. Cell line: TK-10.